Dataset: CYP2C9 inhibition data for predicting drug metabolism from PubChem BioAssay. Task: Regression/Classification. Given a drug SMILES string, predict its absorption, distribution, metabolism, or excretion properties. Task type varies by dataset: regression for continuous measurements (e.g., permeability, clearance, half-life) or binary classification for categorical outcomes (e.g., BBB penetration, CYP inhibition). Dataset: cyp2c9_veith. (1) The drug is CCOC(=O)c1sc(NS(=O)(=O)c2ccccc2)nc1C. The result is 1 (inhibitor). (2) The compound is CC1(C)CC(=O)C2=C(C1)Nc1cc3c(cc1C2c1ccc(F)cc1)OCO3. The result is 1 (inhibitor). (3) The molecule is O=C(NCC1CC1)[C@@H]1C[C@H]1[C@@H](NP(=O)(c1ccccc1)c1ccccc1)c1ccccc1. The result is 1 (inhibitor). (4) The drug is Cc1c(NC(=O)C(C)OC(=O)[C@@H](NC(=O)c2ccccc2)C(C)C)c(=O)n(-c2ccccc2)n1C. The result is 0 (non-inhibitor). (5) The compound is COC(=O)NC/C=C\c1nc(CC/C=C\C(=O)O[C@H]2C[C@H]3CC(=O)O[C@@H](/C=C\CC(C)C)C[C@@H]4CC[C@H](C)[C@H](C[C@@H](OC)C[C@H](C2)O3)O4)co1. The result is 0 (non-inhibitor). (6) The molecule is Cc1nc2cnc(Nc3ccccc3)nc2n(CCc2ccccc2)c1=O. The result is 0 (non-inhibitor). (7) The molecule is CC(C/C=N/NC(=O)COc1cc(Cl)ccc1Cl)c1ccccc1. The result is 1 (inhibitor). (8) The result is 0 (non-inhibitor). The molecule is CC(=O)OC[C@@H]1O[C@@H](O/N=C2/C[C@@H](O)[C@@H](O)[C@H]3[C@@H]2CC[C@@H]2C(=O)N(C[C@@H]4CCCO4)C(=O)[C@H]23)[C@H](OC(C)=O)[C@H](OC(C)=O)[C@@H]1OC(C)=O.